This data is from hERG Central: cardiac toxicity at 1µM, 10µM, and general inhibition. The task is: Predict hERG channel inhibition at various concentrations. (1) The compound is CCOC(=O)C1(CCCc2ccccc2)CCN(C(=O)CCN2CCCCC2=O)CC1. Results: hERG_inhib (hERG inhibition (general)): blocker. (2) The drug is COC(=O)c1ccc(OCC(O)CN2CCN(CC(O)COc3ccc(C(=O)OC)cc3)CC2)cc1. Results: hERG_inhib (hERG inhibition (general)): blocker. (3) The compound is O=C(COC(=O)CNC(=O)c1ccc([N+](=O)[O-])o1)Nc1ncc(C(F)(F)F)cc1Cl. Results: hERG_inhib (hERG inhibition (general)): blocker. (4) The drug is COc1ccc(C2C(C#N)=C(N)Oc3n[nH]c(C)c32)cc1CN1CCN(c2ccc(F)cc2)CC1. Results: hERG_inhib (hERG inhibition (general)): blocker. (5) The drug is COCCCn1c(=N)c(C(=O)NCc2ccc3c(c2)OCO3)cc2c(=O)n3ccccc3nc21. Results: hERG_inhib (hERG inhibition (general)): blocker. (6) The drug is O=C(c1cccc(S(=O)(=O)N2CCCCC2)c1)N1CCN(c2ccccc2)CC1. Results: hERG_inhib (hERG inhibition (general)): blocker.